From a dataset of Full USPTO retrosynthesis dataset with 1.9M reactions from patents (1976-2016). Predict the reactants needed to synthesize the given product. (1) Given the product [OH-:11].[NH4+:4].[CH3:1][S:2][C:3]1[CH:8]=[C:7]([NH2:15])[C:6]([C:10]([O:12][CH2:13][CH3:14])=[O:11])=[CH:5][N:4]=1, predict the reactants needed to synthesize it. The reactants are: [CH3:1][S:2][C:3]1[CH:8]=[C:7](Cl)[C:6]([C:10]([O:12][CH2:13][CH3:14])=[O:11])=[CH:5][N:4]=1.[N:15]1C=CC=NC=1.N. (2) Given the product [I:9][C:3]1[C:4]([CH2:7][OH:8])=[N:5][O:6][C:2]=1[CH3:1], predict the reactants needed to synthesize it. The reactants are: [CH3:1][C:2]1[O:6][N:5]=[C:4]([CH2:7][OH:8])[CH:3]=1.[I:9]Cl.C(O)(C(F)(F)F)=O.C([O-])([O-])=O.[Na+].[Na+]. (3) Given the product [CH:1]1([C:4]2[C:9]([C:10]([OH:12])=[O:11])=[CH:8][N:7]=[C:6]([S:15][CH3:16])[N:5]=2)[CH2:2][CH2:3]1, predict the reactants needed to synthesize it. The reactants are: [CH:1]1([C:4]2[C:9]([C:10]([O:12]CC)=[O:11])=[CH:8][N:7]=[C:6]([S:15][CH3:16])[N:5]=2)[CH2:3][CH2:2]1.[OH-].[Na+]. (4) Given the product [O:6]=[C:2]([CH3:1])[CH2:7][CH2:8][CH2:9][CH2:10][N:11]1[CH:15]=[C:14]([NH:16][C:28](=[O:29])/[CH:27]=[CH:26]/[C:22]2[CH:23]=[CH:24][CH:25]=[C:20]([O:19][C:18]([F:31])([F:32])[F:17])[CH:21]=2)[CH:13]=[N:12]1, predict the reactants needed to synthesize it. The reactants are: [CH3:1][C:2]1([CH2:7][CH2:8][CH2:9][CH2:10][N:11]2[CH:15]=[C:14]([NH2:16])[CH:13]=[N:12]2)[O:6]CCO1.[F:17][C:18]([F:32])([F:31])[O:19][C:20]1[CH:21]=[C:22](/[CH:26]=[CH:27]/[C:28](O)=[O:29])[CH:23]=[CH:24][CH:25]=1. (5) The reactants are: [C:1]([C:3]1[C:4]([CH2:32][CH:33]([CH3:35])[CH3:34])=[N:5][C:6]2[C:11]([C:12]=1[C:13]1[CH:18]=[CH:17][C:16]([CH3:19])=[CH:15][CH:14]=1)=[CH:10][C:9]([O:20][CH2:21][CH2:22][O:23][CH2:24][C:25]([O:27][C:28]([CH3:31])([CH3:30])[CH3:29])=[O:26])=[CH:8][CH:7]=2)#[N:2].N. Given the product [NH2:2][CH2:1][C:3]1[C:4]([CH2:32][CH:33]([CH3:35])[CH3:34])=[N:5][C:6]2[C:11]([C:12]=1[C:13]1[CH:14]=[CH:15][C:16]([CH3:19])=[CH:17][CH:18]=1)=[CH:10][C:9]([O:20][CH2:21][CH2:22][O:23][CH2:24][C:25]([O:27][C:28]([CH3:29])([CH3:30])[CH3:31])=[O:26])=[CH:8][CH:7]=2, predict the reactants needed to synthesize it.